This data is from Forward reaction prediction with 1.9M reactions from USPTO patents (1976-2016). The task is: Predict the product of the given reaction. The product is: [O:1]1[CH2:5][CH2:4][CH2:3][C@H:2]1[CH2:6][N:7]1[C:15]2[C:10](=[CH:11][CH:12]=[CH:13][CH:14]=2)[C@:9]2([CH2:19][O:18][C:17]3[CH:20]=[C:21]4[C:25](=[CH:26][C:16]2=3)[CH2:24][CH2:23][O:22]4)[C:8]1=[O:27]. Given the reactants [O:1]1[CH2:5][CH2:4][CH2:3][C@H:2]1[CH2:6][N:7]1[C:15]2[C:10](=[CH:11][CH:12]=[CH:13][CH:14]=2)[C:9]2([CH2:19][O:18][C:17]3[CH:20]=[C:21]4[C:25](=[CH:26][C:16]2=3)[CH2:24][CH2:23][O:22]4)[C:8]1=[O:27], predict the reaction product.